Dataset: Full USPTO retrosynthesis dataset with 1.9M reactions from patents (1976-2016). Task: Predict the reactants needed to synthesize the given product. (1) Given the product [CH:1]1([CH:7]([NH:24][C:25]2[CH:26]=[CH:27][C:28]([C:29]([NH:35][CH2:36][CH2:37][C:38]([OH:40])=[O:39])=[O:30])=[CH:32][CH:33]=2)[C:8]2[CH:12]=[C:11]([C:13]3[CH:18]=[CH:17][C:16]([C:19]([F:22])([F:20])[F:21])=[CH:15][CH:14]=3)[S:10][C:9]=2[CH3:23])[CH2:6][CH2:5][CH2:4][CH2:3][CH2:2]1, predict the reactants needed to synthesize it. The reactants are: [CH:1]1([CH:7]([NH:24][C:25]2[CH:33]=[CH:32][C:28]([C:29](O)=[O:30])=[CH:27][CH:26]=2)[C:8]2[CH:12]=[C:11]([C:13]3[CH:18]=[CH:17][C:16]([C:19]([F:22])([F:21])[F:20])=[CH:15][CH:14]=3)[S:10][C:9]=2[CH3:23])[CH2:6][CH2:5][CH2:4][CH2:3][CH2:2]1.Cl.[NH2:35][CH2:36][CH2:37][C:38]([O:40]CC)=[O:39].O.ON1C2C=CC=CC=2N=N1.Cl.C(N=C=NCCCN(C)C)C.Cl.[OH-].[Na+]. (2) Given the product [C:8]([C:6]1[CH:7]=[C:2]([CH:3]=[C:4]([N:12]2[CH:16]=[CH:15][N:14]=[CH:13]2)[CH:5]=1)[O:40][C:37]1[CH:36]=[CH:35][C:34]2[C:33]3[C:28](=[CH:29][CH:30]=[CH:31][CH:32]=3)[N:27]([C:23]3[CH:22]=[C:21]([C:17]([CH3:20])([CH3:19])[CH3:18])[CH:26]=[CH:25][N:24]=3)[C:39]=2[CH:38]=1)([CH3:11])([CH3:10])[CH3:9], predict the reactants needed to synthesize it. The reactants are: Br[C:2]1[CH:3]=[C:4]([N:12]2[CH:16]=[CH:15][N:14]=[CH:13]2)[CH:5]=[C:6]([C:8]([CH3:11])([CH3:10])[CH3:9])[CH:7]=1.[C:17]([C:21]1[CH:26]=[CH:25][N:24]=[C:23]([N:27]2[C:39]3[CH:38]=[C:37]([OH:40])[CH:36]=[CH:35][C:34]=3[C:33]3[C:28]2=[CH:29][CH:30]=[CH:31][CH:32]=3)[CH:22]=1)([CH3:20])([CH3:19])[CH3:18].N1C=CC=CC=1C(O)=O.[O-]P([O-])([O-])=O.[K+].[K+].[K+]. (3) Given the product [CH2:16]([N:23]1[CH:27]=[N:26][C:25]([NH:28][C:2]2[CH:3]=[CH:4][C:5]([N:10]3[CH:14]=[C:13]([CH3:15])[N:12]=[CH:11]3)=[C:6]([CH:9]=2)[C:7]#[N:8])=[N:24]1)[C:17]1[CH:22]=[CH:21][CH:20]=[CH:19][CH:18]=1, predict the reactants needed to synthesize it. The reactants are: Br[C:2]1[CH:3]=[CH:4][C:5]([N:10]2[CH:14]=[C:13]([CH3:15])[N:12]=[CH:11]2)=[C:6]([CH:9]=1)[C:7]#[N:8].[CH2:16]([N:23]1[CH:27]=[N:26][C:25]([NH2:28])=[N:24]1)[C:17]1[CH:22]=[CH:21][CH:20]=[CH:19][CH:18]=1. (4) Given the product [CH:13]1([N:10]2[CH2:9][C:8]([CH3:19])([CH3:18])[C:7](=[O:20])[N:6]([CH3:21])[C:5]3[C:11]2=[N:12][C:2]([NH:22][C:23]2[CH:31]=[CH:30][C:26]([C:27]([OH:29])=[O:28])=[CH:25][C:24]=2[O:32][CH3:33])=[N:3][CH:4]=3)[CH2:17][CH2:16][CH2:15][CH2:14]1, predict the reactants needed to synthesize it. The reactants are: Cl[C:2]1[N:12]=[C:11]2[C:5]([N:6]([CH3:21])[C:7](=[O:20])[C:8]([CH3:19])([CH3:18])[CH2:9][N:10]2[CH:13]2[CH2:17][CH2:16][CH2:15][CH2:14]2)=[CH:4][N:3]=1.[NH2:22][C:23]1[CH:31]=[CH:30][C:26]([C:27]([OH:29])=[O:28])=[CH:25][C:24]=1[O:32][CH3:33].O.Cl. (5) The reactants are: C([O:3][C:4](=[O:32])[CH2:5][N:6]([C:12]1[CH:17]=[C:16]([Cl:18])[C:15]([O:19][C:20]2[CH:25]=[CH:24][C:23]([OH:26])=[C:22]([CH:27]([CH2:29][CH3:30])[CH3:28])[CH:21]=2)=[C:14]([Cl:31])[CH:13]=1)[C:7]([O:9][CH2:10][CH3:11])=[O:8])C.[OH-].[Na+]. Given the product [CH:27]([C:22]1[CH:21]=[C:20]([CH:25]=[CH:24][C:23]=1[OH:26])[O:19][C:15]1[C:14]([Cl:31])=[CH:13][C:12]([N:6]([CH2:5][C:4]([OH:32])=[O:3])[C:7]([O:9][CH2:10][CH3:11])=[O:8])=[CH:17][C:16]=1[Cl:18])([CH2:29][CH3:30])[CH3:28], predict the reactants needed to synthesize it. (6) The reactants are: ClC1C(Cl)=CC=CC=1NC([O:12][CH2:13][CH2:14][N:15]1[C:19]([NH:20][C:21]([NH:23][C:24]2[CH:29]=[CH:28][CH:27]=[C:26]([Cl:30])[C:25]=2[Cl:31])=[O:22])=[CH:18][C:17]([C:32]([CH3:35])([CH3:34])[CH3:33])=[N:16]1)=O.[OH-].[Na+].Cl. Given the product [OH:12][CH2:13][CH2:14][N:15]1[C:19]([NH:20][C:21]([NH:23][C:24]2[CH:29]=[CH:28][CH:27]=[C:26]([Cl:30])[C:25]=2[Cl:31])=[O:22])=[CH:18][C:17]([C:32]([CH3:35])([CH3:34])[CH3:33])=[N:16]1, predict the reactants needed to synthesize it.